This data is from Full USPTO retrosynthesis dataset with 1.9M reactions from patents (1976-2016). The task is: Predict the reactants needed to synthesize the given product. (1) Given the product [CH3:43][N:27]([CH3:26])[CH2:28][CH2:29][CH2:30][NH:31][C:32](=[O:42])[CH2:33][CH2:34][C:35]1[CH:40]=[CH:39][CH:38]=[CH:37][C:36]=1[O:41][CH2:8][CH2:9][CH2:10][CH2:11][CH2:12][CH2:13][CH2:14][CH2:15][CH2:16][CH2:17][CH2:18][CH2:19][CH2:20][CH2:21][CH2:22][CH2:23][CH2:24][CH3:25], predict the reactants needed to synthesize it. The reactants are: C(=O)([O-])[O-].[K+].[K+].Br[CH2:8][CH2:9][CH2:10][CH2:11][CH2:12][CH2:13][CH2:14][CH2:15][CH2:16][CH2:17][CH2:18][CH2:19][CH2:20][CH2:21][CH2:22][CH2:23][CH2:24][CH3:25].[CH3:26][N:27]([CH3:43])[CH2:28][CH2:29][CH2:30][NH:31][C:32](=[O:42])[CH2:33][CH2:34][C:35]1[CH:40]=[CH:39][CH:38]=[CH:37][C:36]=1[OH:41]. (2) Given the product [CH3:35][O:34][C:32]([CH2:31][CH2:30][CH2:29][C:28](=[O:36])[CH:12]=[C:13]1[N:17]([CH3:18])[C:16]2[CH:19]=[CH:20][CH:21]=[CH:22][C:15]=2[S:14]1)=[O:33], predict the reactants needed to synthesize it. The reactants are: S(C1C=CC(C)=CC=1)([O-])(=O)=O.[CH3:12][C:13]1[S:14][C:15]2[CH:22]=[C:21](S(O)(=O)=O)[CH:20]=[CH:19][C:16]=2[N+:17]=1[CH3:18].Cl[C:28](=[O:36])[CH2:29][CH2:30][CH2:31][C:32]([O:34][CH3:35])=[O:33]. (3) Given the product [NH2:1][C:4]1[C:5]([CH:10]=[O:11])=[N:6][CH:7]=[CH:8][CH:9]=1, predict the reactants needed to synthesize it. The reactants are: [N+:1]([C:4]1[C:5]([CH:10]=[O:11])=[N:6][CH:7]=[CH:8][CH:9]=1)([O-])=O. (4) Given the product [F:1][C:2]1[CH:7]=[CH:6][C:5]([NH:8][C:9]([N:11]2[C:19]3[C:14](=[CH:15][C:16]([O:20][C:21]4[CH:26]=[C:25]([CH2:27][N:28]5[CH2:32][CH2:31][CH2:30][C:29]5=[O:34])[N:24]=[CH:23][N:22]=4)=[CH:17][CH:18]=3)[CH:13]=[CH:12]2)=[O:10])=[CH:4][C:3]=1[C:35]([F:38])([F:37])[F:36], predict the reactants needed to synthesize it. The reactants are: [F:1][C:2]1[CH:7]=[CH:6][C:5]([NH:8][C:9]([N:11]2[C:19]3[C:14](=[CH:15][C:16]([O:20][C:21]4[CH:26]=[C:25]([CH2:27][NH:28][C:29](=[O:34])[CH2:30][CH2:31][CH2:32]Br)[N:24]=[CH:23][N:22]=4)=[CH:17][CH:18]=3)[CH:13]=[CH:12]2)=[O:10])=[CH:4][C:3]=1[C:35]([F:38])([F:37])[F:36].[H-].[Na+]. (5) Given the product [C@H:1]1([NH:10][C:11]2[CH:20]=[CH:19][C:18]3[C:17]([NH2:21])=[CH:16][CH:15]=[CH:14][C:13]=3[N:12]=2)[C:9]2[C:4](=[CH:5][CH:6]=[CH:7][CH:8]=2)[CH2:3][CH2:2]1, predict the reactants needed to synthesize it. The reactants are: [C@H:1]1([NH:10][C:11]2[CH:20]=[CH:19][C:18]3[C:13](=[CH:14][CH:15]=[CH:16][C:17]=3[N+:21]([O-])=O)[N:12]=2)[C:9]2[C:4](=[CH:5][CH:6]=[CH:7][CH:8]=2)[CH2:3][CH2:2]1.[H][H]. (6) Given the product [F:1][C:2]1[CH:10]=[C:9]([F:11])[CH:8]=[C:7]([NH:12][C:13]2[N:18]=[C:17]([NH:19][C:20]3[CH:25]=[CH:24][C:23]([N:26]4[CH2:27][CH2:28][N:29]([CH:32]([CH3:33])[CH3:34])[CH2:30][CH2:31]4)=[CH:22][C:21]=3[O:35][CH3:36])[NH:16][C:15]3=[N:37][CH:38]=[CH:39][C:14]=23)[C:3]=1[C:4]([NH2:6])=[O:5], predict the reactants needed to synthesize it. The reactants are: [F:1][C:2]1[CH:10]=[C:9]([F:11])[CH:8]=[C:7]([NH:12][C:13]2[C:14]3[CH:39]=[CH:38][N:37](S(C4C=CC(C)=CC=4)(=O)=O)[C:15]=3[N:16]=[C:17]([NH:19][C:20]3[CH:25]=[CH:24][C:23]([N:26]4[CH2:31][CH2:30][N:29]([CH:32]([CH3:34])[CH3:33])[CH2:28][CH2:27]4)=[CH:22][C:21]=3[O:35][CH3:36])[N:18]=2)[C:3]=1[C:4]([NH2:6])=[O:5].[OH-].[K+].